This data is from Reaction yield outcomes from USPTO patents with 853,638 reactions. The task is: Predict the reaction yield, written as a fraction of the theoretical maximum amount of product (1.0 means a 100% yield; for example, 0.34 means a 34% yield). (1) The reactants are [O:1]1[CH:5]=[C:4]([NH2:6])[CH:3]=[N:2]1.C([O-])([O-])=O.[Na+].[Na+].C([O-])(O)=O.[Na+].[Br:18][CH2:19][C:20](Br)=[O:21]. The catalyst is C(Cl)Cl.O. The product is [Br:18][CH2:19][C:20]([NH:6][C:4]1[CH:3]=[N:2][O:1][CH:5]=1)=[O:21]. The yield is 0.880. (2) The reactants are [Br:1][C:2]1[CH:7]=[CH:6][C:5]([NH:8][C:9]2[C:10]3[CH:18]=[C:17]([NH:19]CC4C=CC(OC)=CC=4)[N:16]=[CH:15][C:11]=3[N:12]=[CH:13][N:14]=2)=[CH:4][C:3]=1[Cl:29].FC(F)(F)C(O)=O.C1(OC)C=CC=CC=1. The catalyst is C(Cl)Cl. The product is [Br:1][C:2]1[CH:7]=[CH:6][C:5]([NH:8][C:9]2[C:10]3[CH:18]=[C:17]([NH2:19])[N:16]=[CH:15][C:11]=3[N:12]=[CH:13][N:14]=2)=[CH:4][C:3]=1[Cl:29]. The yield is 0.910.